This data is from Forward reaction prediction with 1.9M reactions from USPTO patents (1976-2016). The task is: Predict the product of the given reaction. (1) Given the reactants [F:1][C:2]1[CH:7]=[CH:6][C:5]([C:8]2[O:9][CH:10]=[C:11]([CH2:13][CH2:14][NH2:15])[N:12]=2)=[CH:4][CH:3]=1.[F:16][C:17]([F:30])([F:29])[C:18]1[O:22][N:21]=[C:20]([CH2:23][CH2:24][CH2:25][C:26](O)=[O:27])[N:19]=1, predict the reaction product. The product is: [F:1][C:2]1[CH:3]=[CH:4][C:5]([C:8]2[O:9][CH:10]=[C:11]([CH2:13][CH2:14][NH:15][C:26](=[O:27])[CH2:25][CH2:24][CH2:23][C:20]3[N:19]=[C:18]([C:17]([F:29])([F:30])[F:16])[O:22][N:21]=3)[N:12]=2)=[CH:6][CH:7]=1. (2) Given the reactants [CH3:1][O:2][C:3](=[O:12])[C:4]1[CH:9]=[CH:8][C:7]([OH:10])=[C:6]([Cl:11])[CH:5]=1.[Na+].[I-].C([O-])([O-])=O.[K+].[K+].Br[CH2:22][CH:23]1[CH2:25][CH2:24]1, predict the reaction product. The product is: [CH3:1][O:2][C:3](=[O:12])[C:4]1[CH:9]=[CH:8][C:7]([O:10][CH2:22][CH:23]2[CH2:25][CH2:24]2)=[C:6]([Cl:11])[CH:5]=1. (3) The product is: [ClH:34].[NH2:41][C:42]1[C:43]([C:49]([NH:51][CH2:52][CH2:53][N:54]2[CH2:59][CH2:58][O:57][CH2:56][CH2:55]2)=[O:50])=[N:44][C:45]([C:20]2[CH:25]=[CH:24][C:23]([S:26]([N:29]3[CH2:33][CH2:32][CH2:31][CH2:30]3)(=[O:28])=[O:27])=[CH:22][CH:21]=2)=[CH:46][N:47]=1. Given the reactants C([Li])CCC.B(OC(C)C)(OC(C)C)OC(C)C.Br[C:20]1[CH:25]=[CH:24][C:23]([S:26]([N:29]2[CH2:33][CH2:32][CH2:31][CH2:30]2)(=[O:28])=[O:27])=[CH:22][CH:21]=1.[ClH:34].C(=O)([O-])[O-].[Na+].[Na+].[NH2:41][C:42]1[C:43]([C:49]([NH:51][CH2:52][CH2:53][N:54]2[CH2:59][CH2:58][O:57][CH2:56][CH2:55]2)=[O:50])=[N:44][C:45](Br)=[CH:46][N:47]=1, predict the reaction product.